Dataset: Reaction yield outcomes from USPTO patents with 853,638 reactions. Task: Predict the reaction yield, written as a fraction of the theoretical maximum amount of product (1.0 means a 100% yield; for example, 0.34 means a 34% yield). (1) The reactants are [CH3:1][O:2][C:3]1[C:11]2[O:10][C:9]([CH3:13])([CH3:12])[CH2:8][C:7]=2[C:6]([CH3:14])=[C:5]([N:15]2[CH2:20][CH2:19][NH:18][CH2:17][CH2:16]2)[C:4]=1[CH3:21].Br[C:23]1[CH:33]=[CH:32][C:26]2[O:27][C:28]([F:31])([F:30])[O:29][C:25]=2[CH:24]=1. No catalyst specified. The product is [F:31][C:28]1([F:30])[O:27][C:26]2[CH:32]=[CH:33][C:23]([N:18]3[CH2:19][CH2:20][N:15]([C:5]4[C:4]([CH3:21])=[C:3]([O:2][CH3:1])[C:11]5[O:10][C:9]([CH3:13])([CH3:12])[CH2:8][C:7]=5[C:6]=4[CH3:14])[CH2:16][CH2:17]3)=[CH:24][C:25]=2[O:29]1. The yield is 0.480. (2) The reactants are [NH2:1][C:2]1([C:13]2[CH:18]=[CH:17][CH:16]=[CH:15][CH:14]=2)[CH2:7][CH2:6][CH2:5][N:4]([C:8]([CH3:12])([CH3:11])[C:9]#N)[CH2:3]1.C[Mg]Br. The catalyst is O1CCCC1.C(OCC)C. The product is [C:8]([N:4]1[CH2:5][CH2:6][CH2:7][C:2]([NH2:1])([C:13]2[CH:18]=[CH:17][CH:16]=[CH:15][CH:14]=2)[CH2:3]1)([CH3:12])([CH3:9])[CH3:11]. The yield is 0.630. (3) The reactants are C1(S(O)=O)C=CC=CC=1.[Na].C12(CS(O)(=O)=O)C(C)(C)C(CC1)CC2=O.C([NH:29][C:30]1[C:31]2[CH:61]=[CH:60][CH:59]=[CH:58][C:32]=2[C:33]2[CH:34]([CH2:56][Cl:57])[CH2:35][N:36]([C:39]([C:41]3[NH:42][C:43]4[C:48]([CH:49]=3)=[CH:47][C:46]([O:50][CH3:51])=[C:45]([O:52][CH3:53])[C:44]=4[O:54][CH3:55])=[O:40])[C:37]=2[CH:38]=1)C=C. The catalyst is ClCCl.C1C=CC([P]([Pd]([P](C2C=CC=CC=2)(C2C=CC=CC=2)C2C=CC=CC=2)([P](C2C=CC=CC=2)(C2C=CC=CC=2)C2C=CC=CC=2)[P](C2C=CC=CC=2)(C2C=CC=CC=2)C2C=CC=CC=2)(C2C=CC=CC=2)C2C=CC=CC=2)=CC=1. The product is [Cl:57][CH2:56][CH:34]1[C:33]2[C:32]3[CH:58]=[CH:59][CH:60]=[CH:61][C:31]=3[C:30]([NH2:29])=[CH:38][C:37]=2[N:36]([C:39]([C:41]2[NH:42][C:43]3[C:48]([CH:49]=2)=[CH:47][C:46]([O:50][CH3:51])=[C:45]([O:52][CH3:53])[C:44]=3[O:54][CH3:55])=[O:40])[CH2:35]1. The yield is 0.800. (4) The reactants are [H-].[Na+].[CH2:3]([OH:8])[C:4]([F:7])([F:6])[F:5].[N+]([C:12]1[CH:19]=[CH:18][C:15]([CH:16]=[O:17])=[CH:14][CH:13]=1)([O-])=O. The catalyst is CS(C)=O.[Cl-].[Na+].O. The product is [F:5][C:4]([F:7])([F:6])[CH2:3][O:8][C:12]1[CH:19]=[CH:18][C:15]([CH:16]=[O:17])=[CH:14][CH:13]=1. The yield is 0.430.